Task: Predict the reactants needed to synthesize the given product.. Dataset: Full USPTO retrosynthesis dataset with 1.9M reactions from patents (1976-2016) (1) Given the product [CH3:12][O:11][C:7]1[CH:6]=[CH:5][C:4](/[CH:3]=[CH:2]/[C:17]2[CH:16]=[C:15]([O:14][CH3:13])[C:20]([O:21][CH3:22])=[C:19]([O:23][CH3:24])[CH:18]=2)=[CH:9][C:8]=1[OH:10], predict the reactants needed to synthesize it. The reactants are: Br/[CH:2]=[CH:3]/[C:4]1[CH:5]=[CH:6][C:7]([O:11][CH3:12])=[C:8]([OH:10])[CH:9]=1.[CH3:13][O:14][C:15]1[CH:16]=[C:17](B(O)O)[CH:18]=[C:19]([O:23][CH3:24])[C:20]=1[O:21][CH3:22].C(=O)([O-])[O-].[Na+].[Na+]. (2) Given the product [CH:8]1[N:12]=[CH:11][N:10]([CH2:13][C:14]([P:16]([O-:19])([OH:18])=[O:17])([P:20]([O-:22])([OH:23])=[O:21])[OH:15])[CH:9]=1.[OH2:5].[OH2:1].[OH2:5].[OH2:5].[Na+:2].[Na+:2], predict the reactants needed to synthesize it. The reactants are: [OH-:1].[Na+:2].C([OH:5])C.CO.[CH:8]1[N:12]=[CH:11][N:10]([CH2:13][C:14]([P:20]([OH:23])([OH:22])=[O:21])([P:16]([OH:19])([OH:18])=[O:17])[OH:15])[CH:9]=1. (3) Given the product [OH:1][CH:2]([C:13]1[CH:18]=[CH:17][CH:16]=[CH:15][CH:14]=1)[CH2:3][O:4][C:5]1[CH:12]=[CH:11][C:8]([CH:9]=[C:23]2[S:19][C:20](=[O:25])[NH:21][C:22]2=[O:24])=[CH:7][CH:6]=1, predict the reactants needed to synthesize it. The reactants are: [OH:1][C@@H:2]([C:13]1[CH:18]=[CH:17][CH:16]=[CH:15][CH:14]=1)[CH2:3][O:4][C:5]1[CH:12]=[CH:11][C:8]([CH:9]=O)=[CH:7][CH:6]=1.[S:19]1[CH2:23][C:22](=[O:24])[NH:21][C:20]1=[O:25].N1CCCCC1. (4) Given the product [C:33]([O:32][C:30](=[O:31])[N:3]([C:4]1[CH:9]=[CH:8][C:7]([OH:10])=[CH:6][CH:5]=1)[CH3:2])([CH3:34])([CH3:35])[CH3:36], predict the reactants needed to synthesize it. The reactants are: Br.[CH3:2][NH:3][C:4]1[CH:9]=[CH:8][C:7]([OH:10])=[CH:6][CH:5]=1.C1COCC1.N1C=CC=CC=1.[C:30](O[C:30]([O:32][C:33]([CH3:36])([CH3:35])[CH3:34])=[O:31])([O:32][C:33]([CH3:36])([CH3:35])[CH3:34])=[O:31]. (5) Given the product [Cl:21][C:18]1[CH:19]=[CH:20][C:15]([CH2:14][NH:13][C:11]([C:8]2[C:9](=[O:10])[C:4]3[CH:3]=[C:2]([C:33]#[C:32][CH2:31][CH:30]([OH:34])[C:24]4[CH:29]=[CH:28][CH:27]=[CH:26][CH:25]=4)[O:23][C:5]=3[N:6]([CH3:22])[CH:7]=2)=[O:12])=[CH:16][CH:17]=1, predict the reactants needed to synthesize it. The reactants are: Br[C:2]1[O:23][C:5]2[N:6]([CH3:22])[CH:7]=[C:8]([C:11]([NH:13][CH2:14][C:15]3[CH:20]=[CH:19][C:18]([Cl:21])=[CH:17][CH:16]=3)=[O:12])[C:9](=[O:10])[C:4]=2[CH:3]=1.[C:24]1([CH:30]([OH:34])[CH2:31][C:32]#[CH:33])[CH:29]=[CH:28][CH:27]=[CH:26][CH:25]=1. (6) Given the product [C:1]([O:5][C:6](=[O:29])[NH:7][C:8]1([C:20]2[CH:25]=[CH:24][CH:23]=[C:22]([CH:26]([CH3:27])[CH3:28])[CH:21]=2)[CH2:12][CH2:11][NH:10][CH2:9]1)([CH3:4])([CH3:3])[CH3:2], predict the reactants needed to synthesize it. The reactants are: [C:1]([O:5][C:6](=[O:29])[NH:7][C:8]1([C:20]2[CH:25]=[CH:24][CH:23]=[C:22]([C:26]([CH3:28])=[CH2:27])[CH:21]=2)[CH2:12][CH2:11][N:10](CC2C=CC=CC=2)[CH2:9]1)([CH3:4])([CH3:3])[CH3:2].[H][H]. (7) Given the product [NH2:15][C@H:16]1[CH2:21][CH2:20][CH2:19][N:18]([C:22]([O:24][CH2:25][C:26]2[CH:31]=[CH:30][CH:29]=[CH:28][CH:27]=2)=[O:23])[CH2:17]1, predict the reactants needed to synthesize it. The reactants are: C(O)(C(F)(F)F)=O.CC(OC([NH:15][C@H:16]1[CH2:21][CH2:20][CH2:19][N:18]([C:22]([O:24][CH2:25][C:26]2[CH:31]=[CH:30][CH:29]=[CH:28][CH:27]=2)=[O:23])[CH2:17]1)=O)(C)C. (8) Given the product [F:12][C:13]1[C:20]([F:21])=[CH:19][CH:18]=[CH:17][C:14]=1[CH2:15][S:8][C:7]1[NH:6][C:4](=[O:5])[CH2:3][C:10](=[O:11])[N:9]=1, predict the reactants needed to synthesize it. The reactants are: [OH-].[Na+].[CH2:3]1[C:10](=[O:11])[NH:9][C:7](=[S:8])[NH:6][C:4]1=[O:5].[F:12][C:13]1[C:20]([F:21])=[CH:19][CH:18]=[CH:17][C:14]=1[CH2:15]Br. (9) Given the product [CH:17]([C:16]1[CH:19]=[CH:20][C:13]([NH:12][C:5](=[O:6])[C:4]2[CH:8]=[CH:9][C:10]([CH3:11])=[C:2]([I:1])[CH:3]=2)=[CH:14][C:15]=1[C:21]([F:22])([F:23])[F:24])=[O:18], predict the reactants needed to synthesize it. The reactants are: [I:1][C:2]1[CH:3]=[C:4]([CH:8]=[CH:9][C:10]=1[CH3:11])[C:5](Cl)=[O:6].[NH2:12][C:13]1[CH:20]=[CH:19][C:16]([CH:17]=[O:18])=[C:15]([C:21]([F:24])([F:23])[F:22])[CH:14]=1.C(N(CC)CC)C.